From a dataset of Full USPTO retrosynthesis dataset with 1.9M reactions from patents (1976-2016). Predict the reactants needed to synthesize the given product. (1) Given the product [CH3:1][C:14]1([C:18]([O:20][CH3:21])=[O:19])[CH2:15][CH2:16][CH2:17][N:13]1[C:22]([O:24][C:25]([CH3:28])([CH3:27])[CH3:26])=[O:23], predict the reactants needed to synthesize it. The reactants are: [CH:1](NC(C)C)(C)C.[Li]CCCC.[N:13]1([C:22]([O:24][C:25]([CH3:28])([CH3:27])[CH3:26])=[O:23])[CH2:17][CH2:16][CH2:15][CH:14]1[C:18]([O:20][CH3:21])=[O:19].C([N-]C(C)C)(C)C.[Li+].CI. (2) Given the product [CH2:17]([CH:24]1[CH2:29][CH2:28][N:27]([CH2:2][C:3]([NH:5][C:6]2[CH:11]=[CH:10][C:9]([NH:12][S:13]([CH3:16])(=[O:15])=[O:14])=[CH:8][CH:7]=2)=[O:4])[CH2:26][CH2:25]1)[C:18]1[CH:23]=[CH:22][CH:21]=[CH:20][CH:19]=1, predict the reactants needed to synthesize it. The reactants are: Cl[CH2:2][C:3]([NH:5][C:6]1[CH:11]=[CH:10][C:9]([NH:12][S:13]([CH3:16])(=[O:15])=[O:14])=[CH:8][CH:7]=1)=[O:4].[CH2:17]([CH:24]1[CH2:29][CH2:28][NH:27][CH2:26][CH2:25]1)[C:18]1[CH:23]=[CH:22][CH:21]=[CH:20][CH:19]=1. (3) Given the product [C:23]([N:14]([CH2:9][C:8]1[N:7]=[CH:36][C:37]([C:1]([OH:2])=[O:4])=[N:14][CH:13]=1)[CH2:13][C:8]1[CH:9]=[CH:10][CH:11]=[CH:12][N:7]=1)([O:25][C:26]([CH3:27])([CH3:28])[CH3:29])=[O:24], predict the reactants needed to synthesize it. The reactants are: [C:1](=[O:4])([O-])[O-:2].[K+].[K+].[N:7]1[CH:12]=[CH:11][CH:10]=[CH:9][C:8]=1[CH2:13][NH2:14].[C:26]([O:25][C:23](O[C:23]([O:25][C:26]([CH3:29])([CH3:28])[CH3:27])=[O:24])=[O:24])([CH3:29])([CH3:28])[CH3:27].[OH-].[Na+].O1[CH2:37][CH2:36]OCC1. (4) Given the product [CH3:7][O:8][C:9]1[CH:10]=[C:11]([NH:17][S:18]([C:21]2[CH:22]=[C:23]([CH2:27][CH2:28][CH2:29][CH:30]([CH2:34][CH2:35][C:36]3[CH:37]=[CH:38][CH:39]=[CH:40][CH:41]=3)[C:31]([O:33][CH2:5][O:4][C:1](=[O:3])[CH3:2])=[O:32])[CH:24]=[CH:25][CH:26]=2)(=[O:20])=[O:19])[CH:12]=[CH:13][C:14]=1[O:15][CH3:16], predict the reactants needed to synthesize it. The reactants are: [C:1]([O:4][CH2:5]Br)(=[O:3])[CH3:2].[CH3:7][O:8][C:9]1[CH:10]=[C:11]([NH:17][S:18]([C:21]2[CH:22]=[C:23]([CH2:27][CH2:28][CH2:29][CH:30]([CH2:34][CH2:35][C:36]3[CH:41]=[CH:40][CH:39]=[CH:38][CH:37]=3)[C:31]([OH:33])=[O:32])[CH:24]=[CH:25][CH:26]=2)(=[O:20])=[O:19])[CH:12]=[CH:13][C:14]=1[O:15][CH3:16].CCN(C(C)C)C(C)C. (5) Given the product [NH2:28][C:25]1[CH:26]=[CH:27][C:22]([C:21]([NH:20][CH2:19][C:10]2[C:11]([NH:12][CH:13]3[CH2:14][CH2:15][O:16][CH2:17][CH2:18]3)=[C:6]3[CH:5]=[N:4][N:3]([CH2:1][CH3:2])[C:7]3=[N:8][C:9]=2[CH2:32][CH3:33])=[O:31])=[CH:23][CH:24]=1, predict the reactants needed to synthesize it. The reactants are: [CH2:1]([N:3]1[C:7]2=[N:8][C:9]([CH2:32][CH3:33])=[C:10]([CH2:19][NH:20][C:21](=[O:31])[C:22]3[CH:27]=[CH:26][C:25]([N+:28]([O-])=O)=[CH:24][CH:23]=3)[C:11]([NH:12][CH:13]3[CH2:18][CH2:17][O:16][CH2:15][CH2:14]3)=[C:6]2[CH:5]=[N:4]1)[CH3:2]. (6) Given the product [CH2:1]([O:3][C:4](=[O:25])[C@@H:5]([O:22][CH2:23][CH3:24])[CH2:6][C:7]1[CH:12]=[CH:11][C:10]([O:13][CH2:14][C:15]2[S:16][C:17]([C:32]3[CH:31]=[CH:30][CH:29]=[C:28]([O:27][CH3:26])[CH:33]=3)=[CH:18][C:19]=2[CH3:20])=[CH:9][CH:8]=1)[CH3:2], predict the reactants needed to synthesize it. The reactants are: [CH2:1]([O:3][C:4](=[O:25])[C@@H:5]([O:22][CH2:23][CH3:24])[CH2:6][C:7]1[CH:12]=[CH:11][C:10]([O:13][CH2:14][C:15]2[S:16][C:17](Br)=[CH:18][C:19]=2[CH3:20])=[CH:9][CH:8]=1)[CH3:2].[CH3:26][O:27][C:28]1[CH:29]=[C:30](B(O)O)[CH:31]=[CH:32][CH:33]=1.C(=O)([O-])[O-].[Cs+].[Cs+].O. (7) Given the product [Br:1][C:2]1[CH:3]=[C:4]([CH3:9])[CH:5]=[CH:6][C:7]=1[N:8]([C:15]([O:14][C:10]([CH3:13])([CH3:12])[CH3:11])=[O:16])[C:15]([O:14][C:10]([CH3:13])([CH3:12])[CH3:11])=[O:16], predict the reactants needed to synthesize it. The reactants are: [Br:1][C:2]1[CH:3]=[C:4]([CH3:9])[CH:5]=[CH:6][C:7]=1[NH2:8].[C:10]([O:14][C:15](O[C:15]([O:14][C:10]([CH3:13])([CH3:12])[CH3:11])=[O:16])=[O:16])([CH3:13])([CH3:12])[CH3:11]. (8) Given the product [Cl:30][C:27]1[CH:28]=[CH:29][C:24]([O:23][CH2:22][CH2:21][CH2:20][CH2:19][CH2:18][CH2:17][CH2:16][N:9]2[CH2:10][CH2:11][N:7]([C:4]3[CH:3]=[CH:2][N:1]=[CH:6][CH:5]=3)[C:8]2=[O:12])=[CH:25][CH:26]=1, predict the reactants needed to synthesize it. The reactants are: [N:1]1[CH:6]=[CH:5][C:4]([N:7]2[CH2:11][CH2:10][NH:9][C:8]2=[O:12])=[CH:3][CH:2]=1.[H-].[Na+].Br[CH2:16][CH2:17][CH2:18][CH2:19][CH2:20][CH2:21][CH2:22][O:23][C:24]1[CH:29]=[CH:28][C:27]([Cl:30])=[CH:26][CH:25]=1. (9) Given the product [Cl:1][C:2]1[CH:9]=[CH:8][CH:7]=[C:6]([F:10])[C:3]=1/[CH:4]=[CH:11]/[C:12](=[O:13])/[CH:14]=[CH:4]/[C:3]1[C:6]([F:10])=[CH:7][CH:8]=[CH:9][C:2]=1[Cl:1], predict the reactants needed to synthesize it. The reactants are: [Cl:1][C:2]1[CH:9]=[CH:8][CH:7]=[C:6]([F:10])[C:3]=1[CH:4]=O.[CH3:11][C:12]([CH3:14])=[O:13].[OH-].[K+].